The task is: Predict the reactants needed to synthesize the given product.. This data is from Retrosynthesis with 50K atom-mapped reactions and 10 reaction types from USPTO. (1) Given the product COc1cc2c(Oc3cc(C)c(C)nc3-c3ccc(C)cn3)ccnc2cc1OCCO, predict the reactants needed to synthesize it. The reactants are: COc1cc2c(Oc3cc(C)c(C)nc3-c3ccc(C)cn3)ccnc2cc1O.OCCBr. (2) Given the product CCOC(=O)C(=O)NNC(=O)c1cnn2c(=O)c(CC)c(C)[nH]c12, predict the reactants needed to synthesize it. The reactants are: CCOC(=O)C(=O)Cl.CCc1c(C)[nH]c2c(C(=O)NN)cnn2c1=O. (3) Given the product COc1cc(NC(=O)OCCCN2CCC(c3nn(C)c4cc(F)ccc34)CC2)cc(OC)c1OC, predict the reactants needed to synthesize it. The reactants are: COc1cc(N=C=O)cc(OC)c1OC.Cn1nc(C2CCN(CCCO)CC2)c2ccc(F)cc21. (4) Given the product Cc1cc(OCCCN(C)C)ccc1-c1noc(-c2ccc(OC(C)C)c(Cl)c2)n1, predict the reactants needed to synthesize it. The reactants are: CN(C)CCCO.Cc1cc(O)ccc1-c1noc(-c2ccc(OC(C)C)c(Cl)c2)n1. (5) The reactants are: CC(=O)O.Cc1ccc(Cc2c(C)[nH][nH]c2=O)cc1F. Given the product CC(=O)n1[nH]c(=O)c(Cc2ccc(C)c(F)c2)c1C, predict the reactants needed to synthesize it. (6) Given the product COc1ccc(CC2SC(=O)NC2=O)c2c1N(Cc1ccc(C(=O)Nc3ccc(C(C)C)cc3)cc1)C(=O)CC2, predict the reactants needed to synthesize it. The reactants are: CC(C)c1ccc(N)cc1.COc1ccc(CC2SC(=O)NC2=O)c2c1N(Cc1ccc(C(=O)O)cc1)C(=O)CC2. (7) Given the product COc1nccc2c([N+](=O)[O-])c(C)ccc12, predict the reactants needed to synthesize it. The reactants are: C[O-].Cc1ccc2c(Cl)nccc2c1[N+](=O)[O-]. (8) Given the product CC[C@H](C)[C@H](NC(=O)OC(C)C)C(=O)N[C@H](C)C(=O)Nc1ccc(C#N)cc1, predict the reactants needed to synthesize it. The reactants are: CC[C@H](C)[C@H](NC(=O)OC(C)C)C(=O)O.C[C@@H](N)C(=O)Nc1ccc(C#N)cc1.